From a dataset of Reaction yield outcomes from USPTO patents with 853,638 reactions. Predict the reaction yield, written as a fraction of the theoretical maximum amount of product (1.0 means a 100% yield; for example, 0.34 means a 34% yield). (1) The reactants are C1(P(=O)(C2C=CC=CC=2)C2C=CC=CC=2)C=CC=CC=1.F[C:30](F)(F)[S:27](O[S:27]([C:30](F)(F)F)(=[O:29])=[O:28])(=[O:29])=[O:28].C([S:43][CH:44]([CH2:77][N:78]1[CH2:83][CH2:82][N:81]([S:84]([CH3:87])(=[O:86])=[O:85])[CH2:80][CH2:79]1)[CH2:45][NH:46][C:47]([C:49]1[NH:50][C:51]2[C:56]([CH:57]=1)=[CH:55][C:54]([O:58][CH2:59][CH2:60][CH2:61]S(C)(=O)=O)=[CH:53][C:52]=2[N:66]([CH3:76])[S:67]([C:70]1[CH:75]=[CH:74][CH:73]=[CH:72][N:71]=1)(=[O:69])=[O:68])=O)C1C=CC=CC=1. The catalyst is ClCCl.C(OCC)(=O)C. The product is [CH3:76][N:66]([C:52]1[CH:53]=[C:54]([O:58][CH2:59][CH2:60][CH2:61][S:27]([CH3:30])(=[O:28])=[O:29])[CH:55]=[C:56]2[C:51]=1[NH:50][C:49]([C:47]1[S:43][CH:44]([CH2:77][N:78]3[CH2:79][CH2:80][N:81]([S:84]([CH3:87])(=[O:85])=[O:86])[CH2:82][CH2:83]3)[CH2:45][N:46]=1)=[CH:57]2)[S:67]([C:70]1[CH:75]=[CH:74][CH:73]=[CH:72][N:71]=1)(=[O:68])=[O:69]. The yield is 0.480. (2) The reactants are C[O:2][C:3]([C:5]1[N:6]([C:20]2[CH:25]=[CH:24][CH:23]=[C:22]([C:26]([O:28]C)=[O:27])[CH:21]=2)[C:7]2[C:12]([C:13]=1[CH2:14][CH2:15][S:16]C(=O)C)=[CH:11][CH:10]=[CH:9][CH:8]=2)=[O:4].[OH-].[K+].Cl. The catalyst is C1COCC1. The product is [C:26]([C:22]1[CH:21]=[C:20]([N:6]2[C:7]3[C:12](=[CH:11][CH:10]=[CH:9][CH:8]=3)[C:13]([CH2:14][CH2:15][SH:16])=[C:5]2[C:3]([OH:4])=[O:2])[CH:25]=[CH:24][CH:23]=1)([OH:28])=[O:27]. The yield is 0.850. (3) The reactants are [CH3:1][C:2]1[O:6][C:5]([C:7]2[CH:12]=[CH:11][CH:10]=[CH:9][CH:8]=2)=[N:4][C:3]=1[CH2:13][CH2:14][O:15][C:16]1[CH:21]=[CH:20][C:19]([OH:22])=[CH:18][C:17]=1[CH2:23][CH2:24][CH3:25].[H-].[Na+].Br[CH2:29][C:30]([O:32][CH2:33][CH3:34])=[O:31]. The catalyst is CN(C=O)C. The product is [CH2:33]([O:32][C:30](=[O:31])[CH2:29][O:22][C:19]1[CH:20]=[CH:21][C:16]([O:15][CH2:14][CH2:13][C:3]2[N:4]=[C:5]([C:7]3[CH:8]=[CH:9][CH:10]=[CH:11][CH:12]=3)[O:6][C:2]=2[CH3:1])=[C:17]([CH2:23][CH2:24][CH3:25])[CH:18]=1)[CH3:34]. The yield is 0.730. (4) The reactants are [N+:1]([C:4]1[CH:9]=[CH:8][CH:7]=[C:6]([N+:10]([O-:12])=[O:11])[C:5]=1[NH:13][CH2:14][C:15]([F:20])([F:19])[C:16]([OH:18])=[O:17])([O-:3])=[O:2].S(=O)(=O)(O)O.C(=O)([O-])O.[Na+].[CH2:31](O)[CH3:32]. No catalyst specified. The product is [N+:1]([C:4]1[CH:9]=[CH:8][CH:7]=[C:6]([N+:10]([O-:12])=[O:11])[C:5]=1[NH:13][CH2:14][C:15]([F:19])([F:20])[C:16]([O:18][CH2:31][CH3:32])=[O:17])([O-:3])=[O:2]. The yield is 0.760. (5) The reactants are [Si]([O:8][CH:9]1[CH2:14][CH2:13][N:12]([C:15]2[S:16][CH:17]=[C:18]([C:20](=[O:22])[NH2:21])[N:19]=2)[CH2:11][CH2:10]1)(C(C)(C)C)(C)C.C(O)(=O)C.[F-].C([N+](CCCC)(CCCC)CCCC)CCC. The catalyst is O1CCCC1. The product is [C:20]([C:18]1[N:19]=[C:15]([N:12]2[CH2:11][CH2:10][CH:9]([OH:8])[CH2:14][CH2:13]2)[S:16][CH:17]=1)(=[O:22])[NH2:21]. The yield is 1.00.